This data is from Reaction yield outcomes from USPTO patents with 853,638 reactions. The task is: Predict the reaction yield, written as a fraction of the theoretical maximum amount of product (1.0 means a 100% yield; for example, 0.34 means a 34% yield). (1) The reactants are [CH3:1][C:2]1[C:3]([C:26]2[CH:31]=[CH:30][CH:29]=[CH:28][CH:27]=2)=[C:4]([O:14][C:15]2[CH:20]=[CH:19][C:18]([O:21][CH2:22][C:23]([OH:25])=[O:24])=[CH:17][CH:16]=2)[C:5]2[C:10]([CH:11]=1)=[CH:9][C:8]([O:12]C)=[CH:7][CH:6]=2.B(Br)(Br)Br.C([O-])(O)=O.[Na+]. The catalyst is C(Cl)Cl. The product is [OH:12][C:8]1[CH:9]=[C:10]2[C:5](=[CH:6][CH:7]=1)[C:4]([O:14][C:15]1[CH:16]=[CH:17][C:18]([O:21][CH2:22][C:23]([OH:25])=[O:24])=[CH:19][CH:20]=1)=[C:3]([C:26]1[CH:27]=[CH:28][CH:29]=[CH:30][CH:31]=1)[C:2]([CH3:1])=[CH:11]2. The yield is 0.190. (2) The yield is 0.709. The reactants are C[O:2][C:3]1[C:11]2[O:10][C:9]([C:12]([O:14]CC)=[O:13])=[CH:8][C:7]=2[CH:6]=[C:5]([N+:17]([O-:19])=[O:18])[CH:4]=1.Br.O. The catalyst is C(O)(=O)C. The product is [OH:2][C:3]1[C:11]2[O:10][C:9]([C:12]([OH:14])=[O:13])=[CH:8][C:7]=2[CH:6]=[C:5]([N+:17]([O-:19])=[O:18])[CH:4]=1. (3) The reactants are Br[C:2]1[S:6][C:5]([C:7]2[N:11]3[N:12]=[C:13]([CH3:21])[CH:14]=[C:15]([CH:16]([CH2:19][CH3:20])[CH2:17][CH3:18])[C:10]3=[N:9][C:8]=2[CH3:22])=[C:4]([CH3:23])[CH:3]=1.C([Li])CCC.C1COCC1.I[C:35]1[N:39]([CH3:40])[CH:38]=[N:37][CH:36]=1. The catalyst is [Cl-].[Cl-].[Zn+2].C1C=CC(P(C2C=CC=CC=2)[C-]2C=CC=C2)=CC=1.C1C=CC(P(C2C=CC=CC=2)[C-]2C=CC=C2)=CC=1.Cl[Pd]Cl.[Fe+2]. The product is [CH2:17]([CH:16]([C:15]1[C:10]2[N:11]([C:7]([C:5]3[S:6][C:2]([C:35]4[N:39]([CH3:40])[CH:38]=[N:37][CH:36]=4)=[CH:3][C:4]=3[CH3:23])=[C:8]([CH3:22])[N:9]=2)[N:12]=[C:13]([CH3:21])[CH:14]=1)[CH2:19][CH3:20])[CH3:18]. The yield is 0.150. (4) The product is [CH2:18]([N:8]([C:5]1[CH:6]=[CH:7][C:2]([CH3:10])=[CH:3][CH:4]=1)[NH2:9])[CH2:19][C:20]1[CH:25]=[CH:24][CH:23]=[CH:22][CH:21]=1. The reactants are Cl.[C:2]1([CH3:10])[CH:7]=[CH:6][C:5]([NH:8][NH2:9])=[CH:4][CH:3]=1.C(N(CC)CC)C.[CH2:18](Br)[CH2:19][C:20]1[CH:25]=[CH:24][CH:23]=[CH:22][CH:21]=1. The catalyst is CCO. The yield is 0.260. (5) The reactants are [OH:1][C:2]1[CH:3]=[C:4]([NH:8][C:9](=[O:11])[CH3:10])[CH:5]=[CH:6][CH:7]=1.C(NC1C=C(OC(=O)C)C=CC=1)=O.[CH3:25][C:26](=[CH2:30])[CH2:27][CH2:28]O.CCOC(/N=N/C(OCC)=O)=O.C1C=CC(P(C2C=CC=CC=2)C2C=CC=CC=2)=CC=1. The catalyst is C1C=CC=CC=1.O. The product is [CH3:30][C:26](=[CH2:25])[CH2:27][CH2:28][O:1][C:2]1[CH:3]=[C:4]([NH:8][C:9](=[O:11])[CH3:10])[CH:5]=[CH:6][CH:7]=1. The yield is 0.520. (6) The catalyst is CO.[Pd]. The yield is 1.00. The reactants are [CH3:1][O:2][C:3](=[O:23])[CH:4]=[CH:5][C:6]1[CH:22]=[CH:21][C:9]2[N:10]([CH2:17][CH2:18][CH2:19][OH:20])[C:11]([CH2:13][CH:14]([CH3:16])[CH3:15])=[N:12][C:8]=2[CH:7]=1.[H][H]. The product is [CH3:1][O:2][C:3](=[O:23])[CH2:4][CH2:5][C:6]1[CH:22]=[CH:21][C:9]2[N:10]([CH2:17][CH2:18][CH2:19][OH:20])[C:11]([CH2:13][CH:14]([CH3:16])[CH3:15])=[N:12][C:8]=2[CH:7]=1. (7) The reactants are Br[C:2]1[CH:3]=[C:4]([CH2:8][NH:9][CH3:10])[CH:5]=[CH:6][CH:7]=1.[C:11]([N:14]1[C:23]2[C:18](=[CH:19][C:20](B3OC(C)(C)C(C)(C)O3)=[CH:21][CH:22]=2)[C@H:17]([NH:33][C:34](=[O:39])[O:35][CH:36]([CH3:38])[CH3:37])[CH2:16][C@@H:15]1[CH3:40])(=[O:13])[CH3:12].C(=O)([O-])[O-].[K+].[K+].[ClH:47]. The catalyst is C(O)C.C(Cl)Cl.N#N.C1C=CC([P]([Pd]([P](C2C=CC=CC=2)(C2C=CC=CC=2)C2C=CC=CC=2)([P](C2C=CC=CC=2)(C2C=CC=CC=2)C2C=CC=CC=2)[P](C2C=CC=CC=2)(C2C=CC=CC=2)C2C=CC=CC=2)(C2C=CC=CC=2)C2C=CC=CC=2)=CC=1. The product is [ClH:47].[C:11]([N:14]1[C:23]2[C:18](=[CH:19][C:20]([C:2]3[CH:7]=[CH:6][CH:5]=[C:4]([CH2:8][NH:9][CH3:10])[CH:3]=3)=[CH:21][CH:22]=2)[C@H:17]([NH:33][C:34](=[O:39])[O:35][CH:36]([CH3:38])[CH3:37])[CH2:16][C@@H:15]1[CH3:40])(=[O:13])[CH3:12]. The yield is 0.296. (8) The reactants are [CH2:1]([Si:5]([CH:18]1[S:23][CH2:22][CH2:21][CH2:20][S:19]1)([C:12]1[CH:17]=[CH:16][CH:15]=[CH:14][CH:13]=1)[C:6]1[CH:11]=[CH:10][CH:9]=[CH:8][CH:7]=1)[CH2:2][CH:3]=[CH2:4].C([Li])CCC.Br[CH2:30][CH:31]([CH3:33])[CH3:32]. The catalyst is C1COCC1. The product is [CH2:1]([Si:5]([C:18]1([CH2:30][CH:31]([CH3:33])[CH3:32])[S:19][CH2:20][CH2:21][CH2:22][S:23]1)([C:6]1[CH:11]=[CH:10][CH:9]=[CH:8][CH:7]=1)[C:12]1[CH:13]=[CH:14][CH:15]=[CH:16][CH:17]=1)[CH2:2][CH:3]=[CH2:4]. The yield is 0.920. (9) The reactants are [CH3:1][C:2]1[CH:11]=[CH:10][C:9]2[C:4](=[CH:5][CH:6]=[CH:7][C:8]=2[N:12]2[CH2:17][CH2:16][N:15]([CH2:18][CH:19]([C:21]3[CH:26]=[CH:25][CH:24]=[C:23]([N+:27]([O-])=O)[CH:22]=3)[CH3:20])[CH2:14][CH2:13]2)[N:3]=1.[Cl-].[NH4+]. The catalyst is CO.O.[Fe]. The product is [CH3:20][CH:19]([C:21]1[CH:22]=[C:23]([CH:24]=[CH:25][CH:26]=1)[NH2:27])[CH2:18][N:15]1[CH2:14][CH2:13][N:12]([C:8]2[CH:7]=[CH:6][CH:5]=[C:4]3[C:9]=2[CH:10]=[CH:11][C:2]([CH3:1])=[N:3]3)[CH2:17][CH2:16]1. The yield is 0.600. (10) The reactants are COC[O:4][CH:5]1[CH2:29][CH2:28][C@@:27]2([CH3:30])[CH:7]([C:8](=[O:32])[O:9][C:10]3[C@H:11]4[C@:23]([CH3:31])([CH2:24][CH2:25][C:26]=32)[C@@H:14]([C@H:15]([CH3:22])[CH2:16][CH2:17][CH2:18][CH:19]([CH3:21])[CH3:20])[CH2:13][CH2:12]4)[CH2:6]1.CC1C=CC(S(O)(=O)=O)=CC=1.C(=O)(O)[O-].[Na+]. The catalyst is C(O)(C)(C)C. The product is [OH:4][C@@H:5]1[CH2:6][C@@H:7]2[C:8](=[O:32])[O:9][C:10]3[C@H:11]4[CH2:12][CH2:13][C@H:14]([C@@H:15]([CH2:16][CH2:17][CH2:18][CH:19]([CH3:20])[CH3:21])[CH3:22])[C@@:23]4([CH3:31])[CH2:24][CH2:25][C:26]=3[C@@:27]2([CH3:30])[CH2:28][CH2:29]1. The yield is 0.850.